This data is from Drug-target binding data from BindingDB using IC50 measurements. The task is: Regression. Given a target protein amino acid sequence and a drug SMILES string, predict the binding affinity score between them. We predict pIC50 (pIC50 = -log10(IC50 in M); higher means more potent). Dataset: bindingdb_ic50. The compound is O=C([O-])C(F)(F)C(=O)[O-].[Na+].[Na+]. The target protein (Q9QZX7) has sequence MCAQYCISFADVEKAHINIQDSIHLTPVLTSSILNQIAGRNLFFKCELFQKTGSFKIRGALNAIRGLIPDTPEEKPKAVVTHSSGNHGQALTYAAKLEGIPAYIVVPQTAPNCKKLAIQAYGASIVYCDPSDESREKVTQRIMQETEGILVHPNQEPAVIAGQGTIALEVLNQVPLVDALVVPVGGGGMVAGIAITIKALKPSVKVYAAEPSNADDCYQSKLKGELTPNLHPPETIADGVKSSIGLNTWPIIRDLVDDVFTVTEDEIKYATQLVWGRMKLLIEPTAGVALAAVLSQHFQTVSPEVKNVCIVLSGGNVDLTSLNWVGQAERPAPYQTVSV. The pIC50 is 2.7.